From a dataset of Forward reaction prediction with 1.9M reactions from USPTO patents (1976-2016). Predict the product of the given reaction. (1) The product is: [C:1]1([C:6]2[C:7]3[CH:14]=[CH:13][NH:12][C:8]=3[N:9]=[CH:10][N:11]=2)[CH2:5][CH2:4][CH2:3][CH:2]=1. Given the reactants [C:1]1([C:6]2[C:7]3[CH:14]=[CH:13][N:12](S(C4C=CC(C)=CC=4)(=O)=O)[C:8]=3[N:9]=[CH:10][N:11]=2)[CH2:5][CH2:4][CH2:3][CH:2]=1.C[O-].[Na+], predict the reaction product. (2) Given the reactants [Br:1][C:2]1[CH:3]=[CH:4][C:5]([Cl:11])=[C:6]([N+:8]([O-])=O)[CH:7]=1, predict the reaction product. The product is: [ClH:11].[Br:1][C:2]1[CH:3]=[CH:4][C:5]([Cl:11])=[C:6]([CH:7]=1)[NH2:8]. (3) Given the reactants [Cl:1][C:2]1[N:7]=[C:6]2[CH:8]=[C:9]([C:11](O)=O)[NH:10][C:5]2=[CH:4][CH:3]=1.[C:14]([O-:17])([O-])=O.[Cs+].[Cs+].Br[CH2:21][C:22]1[CH:27]=[CH:26][CH:25]=[C:24]([F:28])[CH:23]=1.[OH2:29], predict the reaction product. The product is: [Cl:1][C:2]1[N:7]=[C:6]2[CH:8]=[C:9]([C:11]([O:17][CH2:14][C:22]3[CH:27]=[CH:26][CH:25]=[C:24]([F:28])[CH:23]=3)=[O:29])[N:10]([CH2:21][C:22]3[CH:27]=[CH:26][CH:25]=[C:24]([F:28])[CH:23]=3)[C:5]2=[CH:4][CH:3]=1. (4) Given the reactants [Br:1][C:2]1[CH:3]=[C:4]([CH:9]=[CH:10][C:11](=O)[C:12]([F:18])([F:17])[C:13]([F:16])([F:15])[F:14])[CH:5]=[CH:6][C:7]=1[F:8].Cl.[F:21][C:22]1[CH:27]=[C:26]([F:28])[CH:25]=[CH:24][C:23]=1[NH:29][NH2:30], predict the reaction product. The product is: [Br:1][C:2]1[CH:3]=[C:4]([CH:9]2[N:29]([C:23]3[CH:24]=[CH:25][C:26]([F:28])=[CH:27][C:22]=3[F:21])[N:30]=[C:11]([C:12]([F:18])([F:17])[C:13]([F:16])([F:15])[F:14])[CH2:10]2)[CH:5]=[CH:6][C:7]=1[F:8]. (5) Given the reactants F[C:2]1[CH:7]=[CH:6][C:5]([C:8]2[O:9][C:10]([C:13]3[C:14]([C:19]4[CH:24]=[CH:23][CH:22]=[CH:21][CH:20]=4)=[N:15][O:16][C:17]=3[CH3:18])=[N:11][N:12]=2)=[C:4]([O:25][CH3:26])[CH:3]=1.[CH3:27][O:28][CH2:29][CH2:30][NH2:31], predict the reaction product. The product is: [CH3:27][O:28][CH2:29][CH2:30][NH:31][C:2]1[CH:7]=[CH:6][C:5]([C:8]2[O:9][C:10]([C:13]3[C:14]([C:19]4[CH:24]=[CH:23][CH:22]=[CH:21][CH:20]=4)=[N:15][O:16][C:17]=3[CH3:18])=[N:11][N:12]=2)=[C:4]([O:25][CH3:26])[CH:3]=1. (6) Given the reactants C(OC([NH:8][C:9]1[CH:14]=[CH:13][CH:12]=[CH:11][C:10]=1B(O)O)=O)(C)(C)C.Cl[C:19]1[C:20]([C:27]#[N:28])=[N:21][CH:22]=[C:23]([CH:25]=[CH2:26])[CH:24]=1.C(=O)([O-])[O-].[Na+].[Na+], predict the reaction product. The product is: [CH:25]([C:23]1[CH:22]=[N:21][C:20]2[C:19]([CH:24]=1)=[C:10]1[CH:11]=[CH:12][CH:13]=[CH:14][C:9]1=[N:8][C:27]=2[NH2:28])=[CH2:26]. (7) Given the reactants [N:1]1([C:6]([C:8]2[CH:13]=[CH:12][C:11](B(O)O)=[CH:10][CH:9]=2)=[O:7])[CH2:5][CH2:4][CH2:3][CH2:2]1.P([O-])([O-])([O-])=O.[K+].[K+].[K+].Br[C:26]1[CH:51]=[CH:50][C:29]([C:30]([N:32]2[CH2:37][CH2:36][C:35]([CH2:39][N:40]3[C:45](=[O:46])[C:44]4=[CH:47][CH:48]=[CH:49][N:43]4[N:42]=[CH:41]3)([OH:38])[CH2:34][CH2:33]2)=[O:31])=[C:28]([Cl:52])[CH:27]=1, predict the reaction product. The product is: [Cl:52][C:28]1[CH:27]=[C:26]([C:11]2[CH:12]=[CH:13][C:8]([C:6]([N:1]3[CH2:5][CH2:4][CH2:3][CH2:2]3)=[O:7])=[CH:9][CH:10]=2)[CH:51]=[CH:50][C:29]=1[C:30]([N:32]1[CH2:37][CH2:36][C:35]([CH2:39][N:40]2[C:45](=[O:46])[C:44]3=[CH:47][CH:48]=[CH:49][N:43]3[N:42]=[CH:41]2)([OH:38])[CH2:34][CH2:33]1)=[O:31].